From a dataset of Catalyst prediction with 721,799 reactions and 888 catalyst types from USPTO. Predict which catalyst facilitates the given reaction. (1) The catalyst class is: 7. Reactant: C[O:2][C:3]([C@@H:5]1[CH2:10][CH2:9][CH2:8][CH2:7][C@H:6]1[C:11]1[O:15][C:14]([C:16]2[CH:21]=[CH:20][CH:19]=[C:18]([Cl:22])[CH:17]=2)=[N:13][C:12]=1[C:23]1[CH:28]=[CH:27][C:26]([Br:29])=[CH:25][CH:24]=1)=[O:4].[OH-].[Na+].CO.Cl. Product: [Br:29][C:26]1[CH:25]=[CH:24][C:23]([C:12]2[N:13]=[C:14]([C:16]3[CH:21]=[CH:20][CH:19]=[C:18]([Cl:22])[CH:17]=3)[O:15][C:11]=2[C@@H:6]2[CH2:7][CH2:8][CH2:9][CH2:10][C@H:5]2[C:3]([OH:4])=[O:2])=[CH:28][CH:27]=1. (2) Reactant: [CH3:1][C:2]1[CH:3]=[CH:4][C:5]([C:19]([NH:21][C:22]2[CH:23]=[CH:24][C:25]([CH2:32][N:33]3[CH2:38][CH2:37][N:36]([CH3:39])[CH2:35][CH2:34]3)=[C:26]([C:28]([F:31])([F:30])[F:29])[CH:27]=2)=[O:20])=[CH:6][C:7]=1[C:8]#[C:9][C:10]1[N:14]2[N:15]=[CH:16][CH:17]=[CH:18][C:13]2=[N:12][CH:11]=1.[ClH:40]. Product: [CH3:1][C:2]1[CH:3]=[CH:4][C:5]([C:19]([NH:21][C:22]2[CH:23]=[CH:24][C:25]([CH2:32][N:33]3[CH2:34][CH2:35][N:36]([CH3:39])[CH2:37][CH2:38]3)=[C:26]([C:28]([F:30])([F:31])[F:29])[CH:27]=2)=[O:20])=[CH:6][C:7]=1[C:8]#[C:9][C:10]1[N:14]2[N:15]=[CH:16][CH:17]=[CH:18][C:13]2=[N:12][CH:11]=1.[ClH:40]. The catalyst class is: 21. (3) Reactant: [C:1]([O:5][C:6](=[O:32])[C@H:7]([N:11]([CH2:23][C:24]1[CH:29]=[CH:28][C:27]([NH2:30])=[C:26]([NH2:31])[CH:25]=1)[S:12]([C:15]1[CH:20]=[CH:19][C:18]([O:21][CH3:22])=[CH:17][CH:16]=1)(=[O:14])=[O:13])[CH:8]([CH3:10])[CH3:9])([CH3:4])([CH3:3])[CH3:2].[CH:33](OC)(OC)OC. Product: [C:1]([O:5][C:6](=[O:32])[C@H:7]([N:11]([CH2:23][C:24]1[CH:29]=[CH:28][C:27]2[N:30]=[CH:33][NH:31][C:26]=2[CH:25]=1)[S:12]([C:15]1[CH:20]=[CH:19][C:18]([O:21][CH3:22])=[CH:17][CH:16]=1)(=[O:14])=[O:13])[CH:8]([CH3:10])[CH3:9])([CH3:3])([CH3:4])[CH3:2]. The catalyst class is: 11. (4) Reactant: F[C:2]1[CH:7]=[C:6]([C:8]([F:11])([F:10])[F:9])[CH:5]=[C:4]([N+:12]([O-:14])=[O:13])[CH:3]=1.[O:15]1[CH2:20][CH2:19][N:18]([CH2:21][CH2:22][OH:23])[CH2:17][CH2:16]1.C([O-])([O-])=O.[K+].[K+]. Product: [N+:12]([C:4]1[CH:3]=[C:2]([CH:7]=[C:6]([C:8]([F:11])([F:10])[F:9])[CH:5]=1)[O:23][CH2:22][CH2:21][N:18]1[CH2:19][CH2:20][O:15][CH2:16][CH2:17]1)([O-:14])=[O:13]. The catalyst class is: 3. (5) Reactant: [I:1][C:2]1[CH:3]=[C:4]([N:8]2[S:12](=[O:14])(=[O:13])[NH:11][C:10](=[O:15])[CH2:9]2)[CH:5]=[CH:6][CH:7]=1.C1(P(C2C=CC=CC=2)C2C=CC=CC=2)C=CC=CC=1.[CH3:35][O:36][C:37]1[CH:44]=[CH:43][C:40]([CH2:41]O)=[CH:39][CH:38]=1.N(C(OCC)=O)=NC(OCC)=O. Product: [I:1][C:2]1[CH:3]=[C:4]([N:8]2[S:12](=[O:13])(=[O:14])[N:11]([CH2:41][C:40]3[CH:43]=[CH:44][C:37]([O:36][CH3:35])=[CH:38][CH:39]=3)[C:10](=[O:15])[CH2:9]2)[CH:5]=[CH:6][CH:7]=1. The catalyst class is: 7. (6) Reactant: C(OC(=O)[N:7]([C:28]1[CH:33]=[CH:32][C:31]([N:34]2[CH2:39][CH2:38][O:37][CH2:36][CH2:35]2)=[CH:30][CH:29]=1)[C:8]1[C:9]2[N:10]([N:25]=[CH:26][N:27]=2)[C:11]([C:14]2[CH:15]=[C:16]3[C:21](=[CH:22][CH:23]=2)[C:20](=[O:24])[NH:19][CH2:18][CH2:17]3)=[CH:12][N:13]=1)(C)(C)C.C(O)(C(F)(F)F)=O. Product: [N:34]1([C:31]2[CH:30]=[CH:29][C:28]([NH:7][C:8]3[C:9]4[N:10]([N:25]=[CH:26][N:27]=4)[C:11]([C:14]4[CH:15]=[C:16]5[C:21](=[CH:22][CH:23]=4)[C:20](=[O:24])[NH:19][CH2:18][CH2:17]5)=[CH:12][N:13]=3)=[CH:33][CH:32]=2)[CH2:39][CH2:38][O:37][CH2:36][CH2:35]1. The catalyst class is: 2. (7) Reactant: [CH:1](O)([OH:5])[CH2:2][CH2:3][CH3:4].[SH:7][CH:8]([CH3:13])[CH2:9][C:10]([OH:12])=[O:11].[OH2:14].C1(C)[CH:20]=[CH:19][C:18]([S:21](O)(=O)=O)=[CH:17]C=1. Product: [SH:7][CH:8]([CH3:13])[CH2:9][C:10]([O:12][CH:1]([O:5][C:20](=[O:14])[CH2:19][CH:18]([SH:21])[CH3:17])[CH2:2][CH2:3][CH3:4])=[O:11]. The catalyst class is: 11.